This data is from Full USPTO retrosynthesis dataset with 1.9M reactions from patents (1976-2016). The task is: Predict the reactants needed to synthesize the given product. (1) Given the product [Cl:1][C:2]1[CH:36]=[CH:35][CH:34]=[C:33]([C:37]([F:40])([F:38])[F:39])[C:3]=1[C:4]([N:6]1[C:14]2[C:9](=[CH:10][CH:11]=[C:12]([C:15]([N:17]3[CH2:18][CH2:19][O:20][CH2:21][CH2:22]3)=[O:16])[CH:13]=2)[C:8]([C:23]2[CH:24]=[CH:25][C:26]([C:27]([OH:29])=[O:28])=[CH:31][CH:32]=2)=[N:7]1)=[O:5], predict the reactants needed to synthesize it. The reactants are: [Cl:1][C:2]1[CH:36]=[CH:35][CH:34]=[C:33]([C:37]([F:40])([F:39])[F:38])[C:3]=1[C:4]([N:6]1[C:14]2[C:9](=[CH:10][CH:11]=[C:12]([C:15]([N:17]3[CH2:22][CH2:21][O:20][CH2:19][CH2:18]3)=[O:16])[CH:13]=2)[C:8]([C:23]2[CH:32]=[CH:31][C:26]([C:27]([O:29]C)=[O:28])=[CH:25][CH:24]=2)=[N:7]1)=[O:5].[Li+].[OH-]. (2) Given the product [F:25][C:26]1[CH:31]=[CH:30][C:29]([O:24][CH:23]2[C:18]3[O:17][N:16]=[C:15]([C:5]4[CH:6]=[CH:7][C:8]([N:9]5[CH:13]=[C:12]([CH3:14])[N:11]=[CH:10]5)=[C:3]([O:2][CH3:1])[CH:4]=4)[C:19]=3[CH2:20][CH2:21][CH2:22]2)=[CH:28][CH:27]=1, predict the reactants needed to synthesize it. The reactants are: [CH3:1][O:2][C:3]1[CH:4]=[C:5]([C:15]2[C:19]3[CH2:20][CH2:21][CH2:22][CH:23]([OH:24])[C:18]=3[O:17][N:16]=2)[CH:6]=[CH:7][C:8]=1[N:9]1[CH:13]=[C:12]([CH3:14])[N:11]=[CH:10]1.[F:25][C:26]1[CH:31]=[CH:30][C:29](O)=[CH:28][CH:27]=1.C1C=CC(P(C2C=CC=CC=2)C2C=CC=CC=2)=CC=1.CCOC(/N=N/C(OCC)=O)=O. (3) Given the product [CH2:12]([N:7]1[C:8]2=[N:21][CH:22]=[N:26][C:1]([NH2:3])=[C:9]2[CH:5]=[N:6]1)[CH2:13][CH2:14][CH2:15][CH2:16][CH2:17][CH2:18][CH2:19][CH3:20].[CH2:27]([N:26]1[CH:22]=[C:23]2[C:24]([N:4]=[CH:5][N:6]=[C:36]2[NH2:37])=[N:25]1)[CH2:28][CH2:29][CH2:30][CH2:31][CH2:32][CH2:33][CH2:34][CH3:35], predict the reactants needed to synthesize it. The reactants are: [CH:1]([NH2:3])=O.[NH2:4][C:5]1[C:9](C#N)=[CH:8][N:7]([CH2:12][CH2:13][CH2:14][CH2:15][CH2:16][CH2:17][CH2:18][CH2:19][CH3:20])[N:6]=1.[NH2:21][C:22]1[N:26]([CH2:27][CH2:28][CH2:29][CH2:30][CH2:31][CH2:32][CH2:33][CH2:34][CH3:35])[N:25]=[CH:24][C:23]=1[C:36]#[N:37]. (4) Given the product [CH2:1]([O:8][N:9]([C:35](=[O:36])[CH2:29][C:30]([O:32][CH2:33][CH3:34])=[O:31])[C:10]1[N:20]=[CH:19][CH:18]=[CH:17][C:11]=1[C:12]([O:14][CH2:15][CH3:16])=[O:13])[C:2]1[CH:3]=[CH:4][CH:5]=[CH:6][CH:7]=1, predict the reactants needed to synthesize it. The reactants are: [CH2:1]([O:8][NH:9][C:10]1[N:20]=[CH:19][CH:18]=[CH:17][C:11]=1[C:12]([O:14][CH2:15][CH3:16])=[O:13])[C:2]1[CH:7]=[CH:6][CH:5]=[CH:4][CH:3]=1.C(N(CC)CC)C.Cl[CH:29]([C:35]([O-])=[O:36])[C:30]([O:32][CH2:33][CH3:34])=[O:31]. (5) Given the product [C:18]([O:17][C:15]([N:13]([CH2:12][C@H:9]1[CH2:10][CH2:11][C@H:6]([CH2:5][CH2:4][C:3]([OH:22])=[O:2])[CH2:7][CH2:8]1)[CH3:14])=[O:16])([CH3:21])([CH3:19])[CH3:20], predict the reactants needed to synthesize it. The reactants are: C[O:2][C:3](=[O:22])[CH2:4][CH2:5][C@H:6]1[CH2:11][CH2:10][C@H:9]([CH2:12][N:13]([C:15]([O:17][C:18]([CH3:21])([CH3:20])[CH3:19])=[O:16])[CH3:14])[CH2:8][CH2:7]1.[OH-].[K+]. (6) Given the product [F:1][C:2]1([CH2:15][O:16][S:25]([CH3:24])(=[O:27])=[O:26])[CH2:3][CH2:4][N:5]([C:8]([O:10][C:11]([CH3:12])([CH3:13])[CH3:14])=[O:9])[CH2:6][CH2:7]1, predict the reactants needed to synthesize it. The reactants are: [F:1][C:2]1([CH2:15][OH:16])[CH2:7][CH2:6][N:5]([C:8]([O:10][C:11]([CH3:14])([CH3:13])[CH3:12])=[O:9])[CH2:4][CH2:3]1.C(N(CC)CC)C.[CH3:24][S:25](Cl)(=[O:27])=[O:26].C([O-])(O)=O.[Na+]. (7) Given the product [Cl:1][C:2]1[S:6][C:5]([C:7]([NH:9][CH2:10][C:11]2[N:12]=[N:13][N:14]([C:16]3[CH:17]=[CH:18][C:19]([N:22]4[CH:27]=[CH:26][CH:25]=[C:24]([OH:28])[C:23]4=[O:30])=[CH:20][CH:21]=3)[CH:15]=2)=[O:8])=[CH:4][CH:3]=1, predict the reactants needed to synthesize it. The reactants are: [Cl:1][C:2]1[S:6][C:5]([C:7]([NH:9][CH2:10][C:11]2[N:12]=[N:13][N:14]([C:16]3[CH:21]=[CH:20][C:19]([N:22]4[CH:27]=[CH:26][CH:25]=[C:24]([O:28]C)[C:23]4=[O:30])=[CH:18][CH:17]=3)[CH:15]=2)=[O:8])=[CH:4][CH:3]=1.B(Br)(Br)Br. (8) Given the product [C:40]1([C:49]2[CH:50]=[CH:51][CH:52]=[CH:53][CH:54]=2)[CH:41]=[CH:42][C:43]([C:46]([O:1][CH:2]2[CH2:20][CH:19]3[N:4]([C:5](=[O:39])[CH:6]([NH:31][C:32]([O:34][C:35]([CH3:36])([CH3:38])[CH3:37])=[O:33])[CH2:7][CH2:8][CH2:9][O:10][CH2:11][CH:12]=[CH:13][CH:14]4[C:16]([C:22]([NH:24][S:25]([CH:28]5[CH2:29][CH2:30]5)(=[O:26])=[O:27])=[O:23])([NH:17][C:18]3=[O:21])[CH2:15]4)[CH2:3]2)=[O:47])=[CH:44][CH:45]=1, predict the reactants needed to synthesize it. The reactants are: [OH:1][CH:2]1[CH2:20][CH:19]2[N:4]([C:5](=[O:39])[CH:6]([NH:31][C:32]([O:34][C:35]([CH3:38])([CH3:37])[CH3:36])=[O:33])[CH2:7][CH2:8][CH2:9][O:10][CH2:11][CH:12]=[CH:13][CH:14]3[C:16]([C:22]([NH:24][S:25]([CH:28]4[CH2:30][CH2:29]4)(=[O:27])=[O:26])=[O:23])([NH:17][C:18]2=[O:21])[CH2:15]3)[CH2:3]1.[C:40]1([C:49]2[CH:54]=[CH:53][CH:52]=[CH:51][CH:50]=2)[CH:45]=[CH:44][C:43]([C:46](Cl)=[O:47])=[CH:42][CH:41]=1.